From a dataset of Forward reaction prediction with 1.9M reactions from USPTO patents (1976-2016). Predict the product of the given reaction. Given the reactants [CH:1]([C:4]1[N:5]=[C:6]([C:9]2[CH:18]=[C:17]([O:19][CH:20]3[CH2:37][CH:36]4[CH:22]([C:23](=[O:43])[N:24]([CH3:42])[CH2:25][CH2:26][CH2:27][CH2:28][CH:29]=[CH:30][CH:31]5[C:33]([C:39](O)=[O:40])([NH:34][C:35]4=[O:38])[CH2:32]5)[CH2:21]3)[C:16]3[C:11](=[C:12]([CH3:46])[C:13]([O:44][CH3:45])=[CH:14][CH:15]=3)[N:10]=2)[S:7][CH:8]=1)([CH3:3])[CH3:2].C(N1C=CN=C1)(N1C=CN=C1)=O.[CH:59]1([S:62]([NH2:65])(=[O:64])=[O:63])[CH2:61][CH2:60]1.C1CCN2C(=NCCC2)CC1, predict the reaction product. The product is: [CH:1]([C:4]1[N:5]=[C:6]([C:9]2[CH:18]=[C:17]([O:19][CH:20]3[CH2:37][CH:36]4[CH:22]([C:23](=[O:43])[N:24]([CH3:42])[CH2:25][CH2:26][CH2:27][CH2:28][CH:29]=[CH:30][CH:31]5[C:33]([C:39]([NH:65][S:62]([CH:59]6[CH2:61][CH2:60]6)(=[O:64])=[O:63])=[O:40])([NH:34][C:35]4=[O:38])[CH2:32]5)[CH2:21]3)[C:16]3[C:11](=[C:12]([CH3:46])[C:13]([O:44][CH3:45])=[CH:14][CH:15]=3)[N:10]=2)[S:7][CH:8]=1)([CH3:2])[CH3:3].